Regression. Given two drug SMILES strings and cell line genomic features, predict the synergy score measuring deviation from expected non-interaction effect. From a dataset of NCI-60 drug combinations with 297,098 pairs across 59 cell lines. (1) Drug 1: C1CN1C2=NC(=NC(=N2)N3CC3)N4CC4. Drug 2: C1=C(C(=O)NC(=O)N1)F. Cell line: NCI-H322M. Synergy scores: CSS=25.7, Synergy_ZIP=4.20, Synergy_Bliss=5.67, Synergy_Loewe=3.25, Synergy_HSA=4.86. (2) Drug 1: CN(C)C1=NC(=NC(=N1)N(C)C)N(C)C. Drug 2: CC=C1C(=O)NC(C(=O)OC2CC(=O)NC(C(=O)NC(CSSCCC=C2)C(=O)N1)C(C)C)C(C)C. Cell line: CAKI-1. Synergy scores: CSS=11.5, Synergy_ZIP=-1.16, Synergy_Bliss=-7.58, Synergy_Loewe=-63.4, Synergy_HSA=-7.19. (3) Drug 2: CC1CCC2CC(C(=CC=CC=CC(CC(C(=O)C(C(C(=CC(C(=O)CC(OC(=O)C3CCCCN3C(=O)C(=O)C1(O2)O)C(C)CC4CCC(C(C4)OC)O)C)C)O)OC)C)C)C)OC. Cell line: MDA-MB-435. Drug 1: CC1C(C(CC(O1)OC2CC(CC3=C2C(=C4C(=C3O)C(=O)C5=C(C4=O)C(=CC=C5)OC)O)(C(=O)C)O)N)O.Cl. Synergy scores: CSS=2.96, Synergy_ZIP=-4.99, Synergy_Bliss=-7.70, Synergy_Loewe=-9.48, Synergy_HSA=-8.79. (4) Drug 1: CNC(=O)C1=NC=CC(=C1)OC2=CC=C(C=C2)NC(=O)NC3=CC(=C(C=C3)Cl)C(F)(F)F. Drug 2: C1C(C(OC1N2C=NC(=NC2=O)N)CO)O. Cell line: UACC62. Synergy scores: CSS=7.41, Synergy_ZIP=-2.84, Synergy_Bliss=0.673, Synergy_Loewe=2.57, Synergy_HSA=2.69. (5) Drug 1: C1CN(P(=O)(OC1)NCCCl)CCCl. Drug 2: CC1CCCC2(C(O2)CC(NC(=O)CC(C(C(=O)C(C1O)C)(C)C)O)C(=CC3=CSC(=N3)C)C)C. Cell line: RPMI-8226. Synergy scores: CSS=64.2, Synergy_ZIP=1.49, Synergy_Bliss=1.17, Synergy_Loewe=-28.9, Synergy_HSA=0.844. (6) Drug 1: CC1=C(C(=O)C2=C(C1=O)N3CC4C(C3(C2COC(=O)N)OC)N4)N. Drug 2: C1CN(P(=O)(OC1)NCCCl)CCCl. Cell line: COLO 205. Synergy scores: CSS=39.8, Synergy_ZIP=0.267, Synergy_Bliss=-0.463, Synergy_Loewe=-19.3, Synergy_HSA=-1.02. (7) Drug 2: CCC(=C(C1=CC=CC=C1)C2=CC=C(C=C2)OCCN(C)C)C3=CC=CC=C3.C(C(=O)O)C(CC(=O)O)(C(=O)O)O. Drug 1: C1C(C(OC1N2C=NC3=C(N=C(N=C32)Cl)N)CO)O. Synergy scores: CSS=36.0, Synergy_ZIP=1.31, Synergy_Bliss=1.05, Synergy_Loewe=-11.9, Synergy_HSA=0.175. Cell line: CAKI-1.